This data is from Forward reaction prediction with 1.9M reactions from USPTO patents (1976-2016). The task is: Predict the product of the given reaction. (1) Given the reactants [CH:1]([C:3]1[S:7][C:6]([C:8]([OH:10])=O)=[CH:5][C:4]=1[C:11]1[N:15]2[N:16]=[CH:17][CH:18]=[CH:19][C:14]2=[N:13][CH:12]=1)=[CH2:2].F[P-](F)(F)(F)(F)F.N1(O[P+](N(C)C)(N(C)C)N(C)C)C2C=CC=CC=2N=N1.[NH2:47][C@H:48]1[C:53]([F:55])([F:54])[CH2:52][CH2:51][CH2:50][C@H:49]1[NH:56][C:57](=[O:63])[O:58][C:59]([CH3:62])([CH3:61])[CH3:60].C(N(C(C)C)CC)(C)C, predict the reaction product. The product is: [C:59]([O:58][C:57](=[O:63])[NH:56][C@@H:49]1[CH2:50][CH2:51][CH2:52][C:53]([F:55])([F:54])[C@@H:48]1[NH:47][C:8]([C:6]1[S:7][C:3]([CH:1]=[CH2:2])=[C:4]([C:11]2[N:15]3[N:16]=[CH:17][CH:18]=[CH:19][C:14]3=[N:13][CH:12]=2)[CH:5]=1)=[O:10])([CH3:62])([CH3:60])[CH3:61]. (2) The product is: [Cl:1][C:2]1[CH:7]=[C:6]([Cl:8])[CH:5]=[CH:4][C:3]=1[S:9]([NH:12][CH2:13][C@@H:14]([OH:18])[C@H:15]([OH:16])[CH2:21][NH:22][C:23]([C@@H:25]([NH:30][C:31]([C:33]1[S:34][C:35]2[CH:41]=[CH:40][CH:39]=[CH:38][C:36]=2[CH:37]=1)=[O:32])[CH2:26][CH:27]([CH3:29])[CH3:28])=[O:24])(=[O:10])=[O:11]. Given the reactants [Cl:1][C:2]1[CH:7]=[C:6]([Cl:8])[CH:5]=[CH:4][C:3]=1[S:9]([NH:12][CH2:13][C@H:14]1[O:18]C(C)(C)[O:16][C@@H:15]1[CH2:21][NH:22][C:23]([C@@H:25]([NH:30][C:31]([C:33]1[S:34][C:35]2[CH:41]=[CH:40][CH:39]=[CH:38][C:36]=2[CH:37]=1)=[O:32])[CH2:26][CH:27]([CH3:29])[CH3:28])=[O:24])(=[O:11])=[O:10].CC1C=CC(S(O)(=O)=O)=CC=1.O, predict the reaction product. (3) Given the reactants [Cl:1][C:2]1[CH:3]=[C:4]([C:10]2[C:14]([C:15]#[CH:16])=[C:13]([CH3:17])[O:12][N:11]=2)[CH:5]=[CH:6][C:7]=1[O:8][CH3:9].Br[C:19]1[CH:24]=[CH:23][CH:22]=[CH:21][N:20]=1, predict the reaction product. The product is: [Cl:1][C:2]1[CH:3]=[C:4]([C:10]2[C:14]([C:15]#[C:16][C:19]3[CH:24]=[CH:23][CH:22]=[CH:21][N:20]=3)=[C:13]([CH3:17])[O:12][N:11]=2)[CH:5]=[CH:6][C:7]=1[O:8][CH3:9]. (4) Given the reactants [OH:1][C@H:2]1[CH2:19][CH2:18][C@@:17]2([CH3:20])[C@@H:4]([CH2:5][CH2:6][C@:7]3([CH3:46])[C@@H:16]2[CH2:15][CH2:14][C@H:13]2[C@@:8]3([CH3:45])[CH2:9][CH2:10][C@@:11]3([C:27]([N:29]4[CH2:33][CH2:32][CH2:31][C@@H:30]4[C:34]4[O:38][N:37]=[C:36]([C:39]5[CH:44]=[CH:43][CH:42]=[CH:41][CH:40]=5)[N:35]=4)=[O:28])[CH2:23][CH2:22][C@@H:21]([C:24]([CH3:26])=[CH2:25])[C@@H:12]32)[C:3]1([CH3:48])[CH3:47].Cl[C:50]1[CH:76]=[C:75](Cl)[CH:74]=[C:73](Cl)[C:51]=1[C:52]([O:54][C:55]([C@H:57]1[CH2:60][C@@H:59]([C:61](OCC2C=CC=CC=2)=[O:62])[C:58]1([CH3:72])[CH3:71])=[O:56])=O, predict the reaction product. The product is: [CH3:71][C:58]1([CH3:72])[CH:59]([C:61]([O:1][C@H:2]2[CH2:19][CH2:18][C@@:17]3([CH3:20])[C@@H:4]([CH2:5][CH2:6][C@:7]4([CH3:46])[C@@H:16]3[CH2:15][CH2:14][C@H:13]3[C@@:8]4([CH3:45])[CH2:9][CH2:10][C@@:11]4([C:27]([N:29]5[CH2:33][CH2:32][CH2:31][C@@H:30]5[C:34]5[O:38][N:37]=[C:36]([C:39]6[CH:40]=[CH:41][CH:42]=[CH:43][CH:44]=6)[N:35]=5)=[O:28])[CH2:23][CH2:22][C@@H:21]([C:24]([CH3:26])=[CH2:25])[C@@H:12]43)[C:3]2([CH3:48])[CH3:47])=[O:62])[CH2:60][CH:57]1[C:55]([O:54][CH2:52][C:51]1[CH:50]=[CH:76][CH:75]=[CH:74][CH:73]=1)=[O:56]. (5) Given the reactants [Cl:1][CH2:2][CH2:3][O:4][C:5]1[C:6](=[O:19])[CH:7]=[C:8]([CH2:11][O:12]C2CCCCO2)[O:9][CH:10]=1.O.N, predict the reaction product. The product is: [Cl:1][CH2:2][CH2:3][O:4][C:5]1[C:6](=[O:19])[CH:7]=[C:8]([CH2:11][OH:12])[O:9][CH:10]=1. (6) The product is: [CH2:15]([O:17][C:18]([C:19]1[CH:24]=[C:23]2[CH:4]=[CH:3][NH:26][C:22]2=[N:21][C:20]=1[NH2:27])=[O:28])[CH3:16]. Given the reactants [B]1OC2[C:3](=[CH:4]C=CC=2)O1.C(OC#C)C.[CH2:15]([O:17][C:18](=[O:28])[C:19]1[CH:24]=[C:23](I)[C:22]([NH2:26])=[N:21][C:20]=1[NH2:27])[CH3:16].[OH-].[Na+].Cl, predict the reaction product.